The task is: Predict the product of the given reaction.. This data is from Forward reaction prediction with 1.9M reactions from USPTO patents (1976-2016). (1) Given the reactants [CH3:1][CH:2]1[CH2:7][CH2:6][CH2:5][CH2:4][N:3]1[C:8]1[CH:16]=[CH:15][C:11]([C:12]([OH:14])=[O:13])=[CH:10][C:9]=1[N+:17]([O-])=O.[H][H], predict the reaction product. The product is: [NH2:17][C:9]1[CH:10]=[C:11]([CH:15]=[CH:16][C:8]=1[N:3]1[CH2:4][CH2:5][CH2:6][CH2:7][CH:2]1[CH3:1])[C:12]([OH:14])=[O:13]. (2) Given the reactants [Cl:1][C:2]1[CH:15]=[C:14]([C:16]2([CH3:21])[O:20][CH2:19][CH2:18][O:17]2)[C:5]([O:6][CH:7]([CH3:13])[C:8]([O:10][CH2:11][CH3:12])=[O:9])=[C:4](I)[C:3]=1[F:23].[CH3:24][C:25]1(C)C(C)(C)OB(C=C)O1.C(=O)([O-])[O-].[K+].[K+].ClCCl, predict the reaction product. The product is: [Cl:1][C:2]1[CH:15]=[C:14]([C:16]2([CH3:21])[O:20][CH2:19][CH2:18][O:17]2)[C:5]([O:6][CH:7]([CH3:13])[C:8]([O:10][CH2:11][CH3:12])=[O:9])=[C:4]([CH:24]=[CH2:25])[C:3]=1[F:23]. (3) Given the reactants [C:1]([C:3]1[CH:33]=[CH:32][C:6]([CH2:7][CH:8]([C:16]([NH:18][S:19]([C:22]2[CH:31]=[CH:30][C:29]3[C:24](=[CH:25][CH:26]=[CH:27][CH:28]=3)[CH:23]=2)(=[O:21])=[O:20])=[O:17])[C:9]([N:11]([CH2:14][CH3:15])[CH2:12][CH3:13])=[O:10])=[CH:5][CH:4]=1)#[N:2].[N+:34]([C:37]1[CH:42]=[CH:41][C:40]([N:43]2CCNCC2)=[CH:39][CH:38]=1)([O-:36])=[O:35], predict the reaction product. The product is: [C:1]([C:3]1[CH:33]=[CH:32][C:6]([CH2:7][CH:8]([C:9]([N:11]2[CH2:12][CH2:13][N:43]([C:40]3[CH:41]=[CH:42][C:37]([N+:34]([O-:36])=[O:35])=[CH:38][CH:39]=3)[CH2:15][CH2:14]2)=[O:10])[C:16]([NH:18][S:19]([C:22]2[CH:31]=[CH:30][C:29]3[C:24](=[CH:25][CH:26]=[CH:27][CH:28]=3)[CH:23]=2)(=[O:20])=[O:21])=[O:17])=[CH:5][CH:4]=1)#[N:2]. (4) Given the reactants [CH3:1][C:2]1[S:3][C:4]([CH3:32])=[C:5]([CH2:21][C:22]2[CH:27]=[CH:26][C:25]([C:28]([F:31])([F:30])[F:29])=[CH:24][CH:23]=2)[C:6]=1[C:7]([NH:9][C@H:10]([C:12]1[CH:20]=[CH:19][C:15]([C:16]([OH:18])=[O:17])=[CH:14][CH:13]=1)[CH3:11])=[O:8].C1COCC1.O.[OH-].[Na+:40], predict the reaction product. The product is: [CH3:1][C:2]1[S:3][C:4]([CH3:32])=[C:5]([CH2:21][C:22]2[CH:23]=[CH:24][C:25]([C:28]([F:30])([F:31])[F:29])=[CH:26][CH:27]=2)[C:6]=1[C:7]([NH:9][C@H:10]([C:12]1[CH:20]=[CH:19][C:15]([C:16]([O-:18])=[O:17])=[CH:14][CH:13]=1)[CH3:11])=[O:8].[Na+:40]. (5) Given the reactants [F:1][C:2]1[CH:7]=[CH:6][C:5]([F:8])=[CH:4][C:3]=1[C:9]1[CH:14]=[C:13]([NH:15][C:16]2[CH:21]=[CH:20][N:19]=[C:18]3[CH:22]=[N:23][N:24](CC4C=CC(OC)=CC=4)[C:17]=23)[C:12]([CH3:34])=[CH:11][N:10]=1.FC1C=CC(F)=CC=1C1C=C(NC2C3C(=CN(CC4C=CC(OC)=CC=4)N=3)N=CC=2)C(C)=CN=1.FC(F)(F)C(O)=O.C(=O)(O)[O-].[Na+], predict the reaction product. The product is: [F:1][C:2]1[CH:7]=[CH:6][C:5]([F:8])=[CH:4][C:3]=1[C:9]1[CH:14]=[C:13]([NH:15][C:16]2[CH:21]=[CH:20][N:19]=[C:18]3[CH:22]=[N:23][NH:24][C:17]=23)[C:12]([CH3:34])=[CH:11][N:10]=1. (6) Given the reactants [CH2:1]([CH:3]([CH2:17][CH3:18])[C@@H:4]([C:14]([NH2:16])=[O:15])[NH:5][C@H](C1C=CC=CC=1)C)[CH3:2], predict the reaction product. The product is: [CH2:1]([CH:3]([CH2:17][CH3:18])[C@@H:4]([C:14]([NH2:16])=[O:15])[NH2:5])[CH3:2].